This data is from Reaction yield outcomes from USPTO patents with 853,638 reactions. The task is: Predict the reaction yield, written as a fraction of the theoretical maximum amount of product (1.0 means a 100% yield; for example, 0.34 means a 34% yield). (1) The reactants are Cl[C:2]1[CH:7]=[CH:6][N:5]2[N:8]=[CH:9][C:10]([C:11]([O:13][CH3:14])=[O:12])=[C:4]2[N:3]=1.[F:15][C:16]1[CH:17]=[C:18]([CH:21]=[CH:22][CH:23]=1)[CH2:19][NH2:20].C(N(CC)C(C)C)(C)C. The catalyst is C(O)C. The product is [F:15][C:16]1[CH:17]=[C:18]([CH:21]=[CH:22][CH:23]=1)[CH2:19][NH:20][C:2]1[CH:7]=[CH:6][N:5]2[N:8]=[CH:9][C:10]([C:11]([O:13][CH3:14])=[O:12])=[C:4]2[N:3]=1. The yield is 0.800. (2) The product is [F:1][C:2]1[CH:3]=[C:4]2[C:9](=[CH:10][CH:11]=1)[CH:8]=[N:7][C:6]([NH:12][C:13](=[O:39])[O:14][CH2:15][C@@H:16]([N:25]([CH3:38])[C:26]([NH:28][CH2:29][C:30]1[CH:35]=[CH:34][CH:33]=[C:32]([F:36])[C:31]=1[Cl:37])=[O:27])[CH2:17][C:18]([F:23])([F:24])[CH2:19][NH2:20])=[CH:5]2. The catalyst is O. The reactants are [F:1][C:2]1[CH:3]=[C:4]2[C:9](=[CH:10][CH:11]=1)[CH:8]=[N:7][C:6]([NH:12][C:13](=[O:39])[O:14][CH2:15][C@@H:16]([N:25]([CH3:38])[C:26]([NH:28][CH2:29][C:30]1[CH:35]=[CH:34][CH:33]=[C:32]([F:36])[C:31]=1[Cl:37])=[O:27])[CH2:17][C:18]([F:24])([F:23])[CH2:19][N:20]=[N+]=[N-])=[CH:5]2.C1COCC1.C1(P(C2C=CC=CC=2)C2C=CC=CC=2)C=CC=CC=1.Cl. The yield is 0.507.